Task: Binary Classification. Given a miRNA mature sequence and a target amino acid sequence, predict their likelihood of interaction.. Dataset: Experimentally validated miRNA-target interactions with 360,000+ pairs, plus equal number of negative samples (1) The miRNA is hsa-miR-10b-5p with sequence UACCCUGUAGAACCGAAUUUGUG. The protein sequence of the target gene is MANRRGGGQGQPPSVSPSPGSSGNLSDDRTCTHNICMVSDFFYPNMGGVESHIYQLSQCLIERGHKVITVTHAYGNRKGVRYLTNGLKVYYLPLRVMYNQSTATTLFHSLPLLRYIFVRERITIIHSHSSFSAMAHDALFHAKTMGLQTVFTDHSLFGFADVSSVLTNKLLTVSLCDTNHIICVSYTSKENTVLRAALNPEIVSVIPNAVDPTDFTPDPFRRHDSVITVVVVSRLVYRKGTDLLSGIIPELCQKYQELHFLIGGEGPKRIILEEVRERYQLHDRVQLLGALEHKDVRNVL.... Result: 0 (no interaction). (2) The miRNA is mmu-miR-3102-5p with sequence GUGAGUGGCCAGGGUGGGGCUG. The protein sequence of the target gene is MEMEQEKMTMNKELSPDAAAYCCSACHGDETWSYNHPIRGRAKSRSLSASPALGSTKEFRRTRSLHGPCPVTTFGPKACVLQNPQTIMHIQDPASQRLTWNKSPKSVLVIKKMRDASLLQPFKELCTHLMEENMIVYVEKKVLEDPAIASDESFGAVKKKFCTFREDYDDISNQIDFIICLGGDGTLLYASSLFQGSVPPVMAFHLGSLGFLTPFSFENFQSQVTQVIEGNAAVVLRSRLKVRVVKELRGKKTAVHNGLGENGSQAAGLDMDVGKQAMQYQVLNEVVIDRGPSSYLSNVD.... Result: 0 (no interaction).